Dataset: Reaction yield outcomes from USPTO patents with 853,638 reactions. Task: Predict the reaction yield, written as a fraction of the theoretical maximum amount of product (1.0 means a 100% yield; for example, 0.34 means a 34% yield). (1) The reactants are [Cl:1][C:2]1[CH:10]=[C:9]([N:11]2[CH2:16][CH2:15][O:14][CH2:13][S:12]2(=[O:18])=[O:17])[CH:8]=[CH:7][C:3]=1[C:4]([OH:6])=O.[NH2:19][C:20]1[CH:21]=[CH:22][C:23]([Cl:36])=[C:24]([NH:26][C:27](=[O:35])[C:28]2[CH:33]=[CH:32][CH:31]=[CH:30][C:29]=2[Cl:34])[CH:25]=1.CN(C(ON1N=NC2C=CC=NC1=2)=[N+](C)C)C.F[P-](F)(F)(F)(F)F.CCN(C(C)C)C(C)C. The catalyst is CN(C=O)C.CCOC(C)=O. The product is [Cl:1][C:2]1[CH:10]=[C:9]([N:11]2[CH2:16][CH2:15][O:14][CH2:13][S:12]2(=[O:18])=[O:17])[CH:8]=[CH:7][C:3]=1[C:4]([NH:19][C:20]1[CH:21]=[CH:22][C:23]([Cl:36])=[C:24]([NH:26][C:27](=[O:35])[C:28]2[CH:33]=[CH:32][CH:31]=[CH:30][C:29]=2[Cl:34])[CH:25]=1)=[O:6]. The yield is 0.780. (2) The catalyst is S(=O)(=O)(O)O. The reactants are [CH2:1]([N:8]1[C:12]2[N:13]=[C:14]([C:27]3[CH:32]=[CH:31][C:30]([F:33])=[C:29]([C:34]([O:36][CH3:37])=[O:35])[CH:28]=3)[CH:15]=[C:16]([C:17]([O:19]CC3C=CC=CC=3)=[O:18])[C:11]=2[CH:10]=[N:9]1)[C:2]1[CH:7]=[CH:6][CH:5]=[CH:4][CH:3]=1. The yield is 0.820. The product is [CH2:1]([N:8]1[C:12]2[N:13]=[C:14]([C:27]3[CH:32]=[CH:31][C:30]([F:33])=[C:29]([C:34]([O:36][CH3:37])=[O:35])[CH:28]=3)[CH:15]=[C:16]([C:17]([OH:19])=[O:18])[C:11]=2[CH:10]=[N:9]1)[C:2]1[CH:7]=[CH:6][CH:5]=[CH:4][CH:3]=1. (3) The reactants are [N+:1]([C:4]1[CH:5]=[CH:6][C:7]2[O:11][C:10]([C:12]3[CH:17]=[CH:16][C:15]([C:18]4[CH:23]=[C:22]([O:24][CH3:25])[C:21]([O:26][CH3:27])=[C:20]([O:28][CH3:29])[CH:19]=4)=[CH:14][CH:13]=3)=[N:9][C:8]=2[CH:30]=1)([O-])=O.C(OCC)(=O)C. The catalyst is CO.[Pd]. The product is [CH3:25][O:24][C:22]1[CH:23]=[C:18]([C:15]2[CH:16]=[CH:17][C:12]([C:10]3[O:11][C:7]4[CH:6]=[CH:5][C:4]([NH2:1])=[CH:30][C:8]=4[N:9]=3)=[CH:13][CH:14]=2)[CH:19]=[C:20]([O:28][CH3:29])[C:21]=1[O:26][CH3:27]. The yield is 0.746. (4) The reactants are CON(C)[C:4]([CH:6]1[CH2:11][CH2:10][CH2:9][CH2:8][CH2:7]1)=[O:5].[CH3:13][Li].Cl. The catalyst is C1COCC1. The product is [CH:6]1([C:4](=[O:5])[CH3:13])[CH2:11][CH2:10][CH2:9][CH2:8][CH2:7]1. The yield is 0.940. (5) The reactants are [Br:1][C:2]1[CH:3]=[C:4]([S:19](Cl)(=[O:21])=[O:20])[C:5]([C:8]2[C:9]([S:15](Cl)(=[O:17])=[O:16])=[CH:10][C:11]([Br:14])=[CH:12][CH:13]=2)=[CH:6][CH:7]=1.[Cl-].[Al+3].[Cl-].[Cl-].[CH:27]1[CH:32]=[CH:31][CH:30]=[CH:29][CH:28]=1.Cl. The catalyst is [N+](C)([O-])=O. The product is [C:27]1([S:19]([C:4]2[CH:3]=[C:2]([Br:1])[CH:7]=[CH:6][C:5]=2[C:8]2[CH:13]=[CH:12][C:11]([Br:14])=[CH:10][C:9]=2[S:15]([C:2]2[CH:3]=[CH:4][CH:5]=[CH:6][CH:7]=2)(=[O:17])=[O:16])(=[O:21])=[O:20])[CH:32]=[CH:31][CH:30]=[CH:29][CH:28]=1. The yield is 0.740.